Dataset: hERG potassium channel inhibition data for cardiac toxicity prediction from Karim et al.. Task: Regression/Classification. Given a drug SMILES string, predict its toxicity properties. Task type varies by dataset: regression for continuous values (e.g., LD50, hERG inhibition percentage) or binary classification for toxic/non-toxic outcomes (e.g., AMES mutagenicity, cardiotoxicity, hepatotoxicity). Dataset: herg_karim. (1) The molecule is CC(=O)NCCc1ccccc1-c1onc([C@H]2CNCC[C@]2(O)c2ccc(F)c(F)c2)c1C(C)O. The result is 0 (non-blocker). (2) The compound is CC(C)COc1ccc2c(c1)[C@]1(COC(N)=N1)c1cc(-c3cncnc3)ccc1O2. The result is 1 (blocker). (3) The drug is OC(c1ccccc1)(c1ccccc1)C1CCN(Cc2ccc(-c3ccccc3)cc2)CC1. The result is 1 (blocker). (4) The compound is CN(C(=O)N1CCC(N2CCC(Oc3ccc(Cl)c(Cl)c3)CC2)CC1)S(=O)(=O)c1ccccc1. The result is 1 (blocker).